This data is from Full USPTO retrosynthesis dataset with 1.9M reactions from patents (1976-2016). The task is: Predict the reactants needed to synthesize the given product. (1) Given the product [CH:1]1([C@@H:4]([C:18]2[CH:23]=[CH:22][CH:21]=[CH:20][N:19]=2)[NH:5][C:6]([C:8]2[CH:9]=[C:10]3[C:14](=[CH:15][CH:16]=2)[NH:13][N:12]=[C:11]3[C:35]2[CH:36]=[CH:37][C:32]([O:31][CH:28]3[CH2:27][CH2:26][N:25]([CH3:24])[CH2:30][CH2:29]3)=[CH:33][CH:34]=2)=[O:7])[CH2:3][CH2:2]1, predict the reactants needed to synthesize it. The reactants are: [CH:1]1([C@@H:4]([C:18]2[CH:23]=[CH:22][CH:21]=[CH:20][N:19]=2)[NH:5][C:6]([C:8]2[CH:9]=[C:10]3[C:14](=[CH:15][CH:16]=2)[NH:13][N:12]=[C:11]3I)=[O:7])[CH2:3][CH2:2]1.[CH3:24][N:25]1[CH2:30][CH2:29][CH:28]([O:31][C:32]2[CH:37]=[CH:36][C:35](B3OC(C)(C)C(C)(C)O3)=[CH:34][CH:33]=2)[CH2:27][CH2:26]1.C([O-])([O-])=O.[Na+].[Na+]. (2) Given the product [F:30][C:4]1[CH:3]=[C:2]([NH:1][C:41]([NH:40][C:38](=[O:39])[CH2:37][C:31]2[CH:32]=[CH:33][CH:34]=[CH:35][CH:36]=2)=[O:42])[CH:29]=[CH:28][C:5]=1[O:6][C:7]1[CH:12]=[CH:11][N:10]=[C:9]([NH:13][C:14]([N:16]2[CH2:21][CH2:20][CH:19]([CH2:22][N:23]3[CH2:24][CH2:25][CH2:26][CH2:27]3)[CH2:18][CH2:17]2)=[O:15])[CH:8]=1, predict the reactants needed to synthesize it. The reactants are: [NH2:1][C:2]1[CH:29]=[CH:28][C:5]([O:6][C:7]2[CH:12]=[CH:11][N:10]=[C:9]([NH:13][C:14]([N:16]3[CH2:21][CH2:20][CH:19]([CH2:22][N:23]4[CH2:27][CH2:26][CH2:25][CH2:24]4)[CH2:18][CH2:17]3)=[O:15])[CH:8]=2)=[C:4]([F:30])[CH:3]=1.[C:31]1([CH2:37][C:38]([N:40]=[C:41]=[O:42])=[O:39])[CH:36]=[CH:35][CH:34]=[CH:33][CH:32]=1. (3) The reactants are: [NH2:1][C:2]1[C:10]([F:11])=[CH:9][C:5]([C:6]([OH:8])=[O:7])=[C:4]([F:12])[CH:3]=1.[CH2:13](O)[CH3:14].O.C(=O)(O)[O-]. Given the product [NH2:1][C:2]1[C:10]([F:11])=[CH:9][C:5]([C:6]([O:8][CH2:13][CH3:14])=[O:7])=[C:4]([F:12])[CH:3]=1, predict the reactants needed to synthesize it. (4) The reactants are: [N+:1]([C:4]1[CH:10]=[C:9]([C:11]2[CH:20]=[CH:19][C:18]3[C:13](=CC=CC=3)[CH:12]=2)[CH:8]=[CH:7][C:5]=1[NH2:6])([O-])=O.[BH4-].[Na+]. Given the product [C:11]1([C:9]2[CH:8]=[CH:7][C:5]([NH2:6])=[C:4]([NH2:1])[CH:10]=2)[CH:12]=[CH:13][CH:18]=[CH:19][CH:20]=1, predict the reactants needed to synthesize it. (5) Given the product [CH2:19]([O:26][CH2:27][C@@H:28]1[C@@H:36]([C@@:37]2([CH3:60])[CH2:42][CH2:41][C@H:40]([OH:43])[CH2:39][C@@H:38]2[CH2:51][OH:52])[CH2:35][CH2:34][C@@:33]2([CH3:61])[C@H:29]1[CH2:30][CH2:31][C:32]2=[CH2:62])[C:20]1[CH:21]=[CH:22][CH:23]=[CH:24][CH:25]=1, predict the reactants needed to synthesize it. The reactants are: CCCC[N+](CCCC)(CCCC)CCCC.[F-].[CH2:19]([O:26][CH2:27][C@@H:28]1[C@@H:36]([C@@:37]2([CH3:60])[CH2:42][CH2:41][C@H:40]([O:43][Si](C(C)(C)C)(C)C)[CH2:39][C@@H:38]2[CH2:51][O:52][Si](C(C)(C)C)(C)C)[CH2:35][CH2:34][C@@:33]2([CH3:61])[C@H:29]1[CH2:30][CH2:31][C:32]2=[CH2:62])[C:20]1[CH:25]=[CH:24][CH:23]=[CH:22][CH:21]=1. (6) The reactants are: [NH2:1][C:2]1[C:11]2[C:6](=[C:7](I)[C:8]([F:12])=[CH:9][CH:10]=2)[N:5]=[N:4][C:3]=1[C:14]([NH:16][CH:17]1[CH2:19][CH2:18]1)=[O:15].[CH3:20][O:21][C:22]1[CH:27]=[C:26]([O:28][CH3:29])[CH:25]=[CH:24][C:23]=1B(O)O. Given the product [NH2:1][C:2]1[C:11]2[C:6](=[C:7]([C:25]3[CH:24]=[CH:23][C:22]([O:21][CH3:20])=[CH:27][C:26]=3[O:28][CH3:29])[C:8]([F:12])=[CH:9][CH:10]=2)[N:5]=[N:4][C:3]=1[C:14]([NH:16][CH:17]1[CH2:19][CH2:18]1)=[O:15], predict the reactants needed to synthesize it. (7) Given the product [CH:10]1[C:11]2[CH:12]([CH2:14][O:15][C:16]([NH:18][C@H:19]3[C:20](=[O:21])[O:22][C@H:23]([C:40]4[CH:45]=[CH:44][CH:43]=[CH:42][CH:41]=4)[CH2:24][NH:25][C:26](=[O:27])[C@H:28]([CH2:29][C:30]([O:32][C:33]([CH3:34])([CH3:36])[CH3:35])=[O:31])[CH2:37][CH:38]=[CH:39][CH2:46]3)=[O:17])[C:13]3[C:5](=[CH:4][CH:3]=[CH:2][CH:1]=3)[C:6]=2[CH:7]=[CH:8][CH:9]=1, predict the reactants needed to synthesize it. The reactants are: [CH:1]1[C:13]2[CH:12]([CH2:14][O:15][C:16]([NH:18][C@H:19]([CH2:46]C=C)[C:20]([O:22][C@H:23]([C:40]3[CH:45]=[CH:44][CH:43]=[CH:42][CH:41]=3)[CH2:24][NH:25][C:26]([C@@H:28]([CH2:37][CH:38]=[CH2:39])[CH2:29][C:30]([O:32][C:33]([CH3:36])([CH3:35])[CH3:34])=[O:31])=[O:27])=[O:21])=[O:17])[C:11]3[C:6](=[CH:7][CH:8]=[CH:9][CH:10]=3)[C:5]=2[CH:4]=[CH:3][CH:2]=1.CO.C(Cl)Cl. (8) The reactants are: [Cl:1][C:2]1[CH:3]=[C:4]([S:8](Cl)(=[O:10])=[O:9])[CH:5]=[CH:6][CH:7]=1.[CH3:12][O:13][C:14](=[O:34])[C:15]1[CH:20]=[CH:19][C:18]([NH:21][C:22]([C:24]2[CH:32]=[C:31]3[C:27]([CH2:28][CH2:29][NH:30]3)=[CH:26][CH:25]=2)=[O:23])=[CH:17][C:16]=1[Cl:33].N1C=CC=CC=1. Given the product [CH3:12][O:13][C:14](=[O:34])[C:15]1[CH:20]=[CH:19][C:18]([NH:21][C:22]([C:24]2[CH:32]=[C:31]3[C:27]([CH2:28][CH2:29][N:30]3[S:8]([C:4]3[CH:5]=[CH:6][CH:7]=[C:2]([Cl:1])[CH:3]=3)(=[O:10])=[O:9])=[CH:26][CH:25]=2)=[O:23])=[CH:17][C:16]=1[Cl:33], predict the reactants needed to synthesize it. (9) Given the product [CH2:1]([CH:4]1[CH2:9][CH2:8][CH:7]([CH:10]2[CH2:15][CH2:14][CH:13]([CH2:16][CH2:17][CH2:18][O:19][C:27](=[O:31])[C:28]([CH3:30])=[CH2:29])[CH2:12][CH2:11]2)[CH2:6][CH2:5]1)[CH2:2][CH3:3], predict the reactants needed to synthesize it. The reactants are: [CH2:1]([CH:4]1[CH2:9][CH2:8][CH:7]([CH:10]2[CH2:15][CH2:14][CH:13]([CH2:16][CH2:17][CH2:18][OH:19])[CH2:12][CH2:11]2)[CH2:6][CH2:5]1)[CH2:2][CH3:3].C(N(CC)CC)C.[C:27](Cl)(=[O:31])[C:28]([CH3:30])=[CH2:29].